Dataset: Reaction yield outcomes from USPTO patents with 853,638 reactions. Task: Predict the reaction yield, written as a fraction of the theoretical maximum amount of product (1.0 means a 100% yield; for example, 0.34 means a 34% yield). (1) The reactants are [CH3:1][O:2][C:3]1[CH:8]=[CH:7][C:6]([O:9][CH3:10])=[CH:5][C:4]=1[NH:11][C:12]([CH:14]1[CH2:19][CH2:18][CH2:17][CH2:16][CH2:15]1)=[S:13]. The catalyst is [OH-].[Na+].[Fe-3](C#N)(C#N)(C#N)(C#N)(C#N)C#N.[K+].[K+].[K+]. The product is [CH:14]1([C:12]2[S:13][C:5]3[C:6]([O:9][CH3:10])=[CH:7][CH:8]=[C:3]([O:2][CH3:1])[C:4]=3[N:11]=2)[CH2:19][CH2:18][CH2:17][CH2:16][CH2:15]1. The yield is 0.880. (2) The reactants are [O:1]=[C:2]([CH3:8])[C:3]([O:5][CH2:6][CH3:7])=[O:4].[CH2:9]([Si](C)(C)C)[CH:10]=C.Cl[CH2:17]Cl. The catalyst is [Ti](Cl)(Cl)(Cl)Cl. The product is [OH:1][C:2]([CH3:17])([CH2:8][CH:9]=[CH2:10])[C:3]([O:5][CH2:6][CH3:7])=[O:4]. The yield is 0.587. (3) The reactants are [CH3:1][C@H:2]1[CH2:7][CH2:6][C@H:5]([C:8]([OH:10])=O)[CH2:4][CH2:3]1.C(Cl)(=O)C(Cl)=O.CN(C)C=O.[CH3:22][O:23][C:24]([C:26]1[S:27][C:28]([C:48]([CH3:54])=[CH:49][CH:50]=[CH:51][CH:52]=[CH2:53])=[CH:29][C:30]=1[NH:31][CH:32]1[CH2:37][CH2:36][N:35]([CH2:38][C:39]2[CH:44]=[CH:43][C:42]([O:45][CH3:46])=[CH:41][CH:40]=2)[C:34](=[O:47])[CH2:33]1)=[O:25]. The catalyst is ClCCCl. The product is [CH3:22][O:23][C:24]([C:26]1[S:27][C:28]([C:48]([CH3:54])=[CH:49][CH:50]=[CH:51][CH:52]=[CH2:53])=[CH:29][C:30]=1[N:31]([CH:32]1[CH2:37][CH2:36][N:35]([CH2:38][C:39]2[CH:40]=[CH:41][C:42]([O:45][CH3:46])=[CH:43][CH:44]=2)[C:34](=[O:47])[CH2:33]1)[C:8]([CH:5]1[CH2:4][CH2:3][CH:2]([CH3:1])[CH2:7][CH2:6]1)=[O:10])=[O:25]. The yield is 0.110. (4) The reactants are C(N(CC)CC)C.[C:8](Cl)(=[O:11])[CH:9]=[CH2:10].[CH2:13]1[C:21]2[C:16](=[CH:17][CH:18]=[CH:19][CH:20]=2)[CH2:15][CH:14]1[NH:22][C:23]1[N:24]=[CH:25][C:26]2[CH2:32][NH:31][CH2:30][CH2:29][C:27]=2[N:28]=1. The catalyst is ClCCl. The product is [CH2:13]1[C:21]2[C:16](=[CH:17][CH:18]=[CH:19][CH:20]=2)[CH2:15][CH:14]1[NH:22][C:23]1[N:24]=[CH:25][C:26]2[CH2:32][N:31]([C:8](=[O:11])[CH:9]=[CH2:10])[CH2:30][CH2:29][C:27]=2[N:28]=1. The yield is 0.700. (5) The reactants are [ClH:1].O1CCOCC1.[O:8]([C:15]1[C:16]([NH:31][C:32]2[S:33][CH:34]=[C:35]([CH2:37][CH:38]3[CH2:43][CH2:42][N:41](C(OC(C)(C)C)=O)[CH2:40][CH2:39]3)[N:36]=2)=[N:17][CH:18]=[C:19]([S:21][C:22]2[CH:27]=[CH:26][N:25]=[C:24]3[CH:28]=[CH:29][S:30][C:23]=23)[CH:20]=1)[C:9]1[CH:14]=[CH:13][CH:12]=[CH:11][CH:10]=1. The catalyst is ClCCl.CO. The product is [ClH:1].[ClH:1].[O:8]([C:15]1[C:16]([NH:31][C:32]2[S:33][CH:34]=[C:35]([CH2:37][CH:38]3[CH2:43][CH2:42][NH:41][CH2:40][CH2:39]3)[N:36]=2)=[N:17][CH:18]=[C:19]([S:21][C:22]2[CH:27]=[CH:26][N:25]=[C:24]3[CH:28]=[CH:29][S:30][C:23]=23)[CH:20]=1)[C:9]1[CH:14]=[CH:13][CH:12]=[CH:11][CH:10]=1. The yield is 0.985. (6) The reactants are [CH3:1][O:2][C:3]([C:5]1[S:6][C:7]2/[C:8](=[CH:20]/[C:21]([O:23][CH3:24])=[O:22])/[CH2:9][O:10][C:11]3[CH:18]=[CH:17][C:16]([Br:19])=[CH:15][C:12]=3[C:13]=2[N:14]=1)=[O:4]. The catalyst is CCOC(C)=O.[Pd]. The product is [CH3:1][O:2][C:3]([C:5]1[S:6][C:7]2[CH:8]([CH2:20][C:21]([O:23][CH3:24])=[O:22])[CH2:9][O:10][C:11]3[CH:18]=[CH:17][C:16]([Br:19])=[CH:15][C:12]=3[C:13]=2[N:14]=1)=[O:4]. The yield is 0.850. (7) The reactants are [O:1]1[C:5]2[CH:6]=[CH:7][C:8]([C:10]([OH:12])=O)=[CH:9][C:4]=2[CH:3]=[N:2]1.C1N=CN(C(N2C=NC=C2)=O)C=1.[CH2:25]([O:27][C:28](=[O:33])[CH2:29]C(O)=O)[CH3:26].CCN(CC)CC.[Mg+2].[Cl-].[Cl-].[K]. The catalyst is C1COCC1.C(#N)C. The product is [O:1]1[C:5]2[CH:6]=[CH:7][C:8]([C:10](=[O:12])[CH2:29][C:28]([O:27][CH2:25][CH3:26])=[O:33])=[CH:9][C:4]=2[CH:3]=[N:2]1. The yield is 0.750.